This data is from Forward reaction prediction with 1.9M reactions from USPTO patents (1976-2016). The task is: Predict the product of the given reaction. (1) Given the reactants [CH3:1][O:2][C:3]1[CH:18]=[CH:17][C:6]([C:7]([C:9]2[CH:14]=[CH:13][C:12]([O:15][CH3:16])=[CH:11][CH:10]=2)=O)=[CH:5][CH:4]=1.Cl.[NH2:20][OH:21], predict the reaction product. The product is: [CH3:1][O:2][C:3]1[CH:18]=[CH:17][C:6]([C:7]([C:9]2[CH:14]=[CH:13][C:12]([O:15][CH3:16])=[CH:11][CH:10]=2)=[N:20][OH:21])=[CH:5][CH:4]=1. (2) The product is: [C:3]1([CH2:9][NH:12][SiH3:16])[CH:4]=[CH:5][CH:6]=[CH:7][CH:8]=1. Given the reactants CN[C:3]1[CH:8]=[CH:7][CH:6]=[CH:5][CH:4]=1.[CH:9]([N:12]([SiH3:16])C(C)C)(C)C, predict the reaction product. (3) Given the reactants Br[C:2]1[CH:7]=[C:6]([O:8][CH3:9])[CH:5]=[CH:4][C:3]=1[N:10]([C:19]([C:21]1[S:22][C:23]([CH3:26])=[CH:24][CH:25]=1)=[O:20])C(C1SC(C)=CC=1)=O, predict the reaction product. The product is: [CH3:9][O:8][C:6]1[CH:7]=[CH:2][C:3]2[NH:10][C:19](=[O:20])[C:21]3[S:22][C:23]([CH3:26])=[CH:24][C:25]=3[C:4]=2[CH:5]=1.